Dataset: Catalyst prediction with 721,799 reactions and 888 catalyst types from USPTO. Task: Predict which catalyst facilitates the given reaction. (1) Product: [Br:1][C:2]1[CH:3]=[CH:4][C:5]([CH2:8][C:9]([CH3:12])([OH:11])[CH3:10])=[CH:6][CH:7]=1. Reactant: [Br:1][C:2]1[CH:7]=[CH:6][C:5]([CH2:8][C:9](=[O:11])[CH3:10])=[CH:4][CH:3]=1.[CH3:12][Mg]Br. The catalyst class is: 27. (2) Reactant: Br[C:2]1[C:8]([CH3:9])=[CH:7][C:5]([NH2:6])=[C:4]([F:10])[CH:3]=1.[CH3:11][C:12]1[CH:17]=[C:16](B(O)O)[CH:15]=[CH:14][N:13]=1.C1(C)C=CC=CC=1.C(=O)([O-])[O-].[Na+].[Na+]. Product: [F:10][C:4]1[CH:3]=[C:2]([C:16]2[CH:15]=[CH:14][N:13]=[C:12]([CH3:11])[CH:17]=2)[C:8]([CH3:9])=[CH:7][C:5]=1[NH2:6]. The catalyst class is: 461. (3) Reactant: [C:1]12([C:11]3[CH:12]=[C:13]([C:19]4[CH:20]=[C:21]5[C:26](=[CH:27][CH:28]=4)[CH:25]=[C:24](Br)[CH:23]=[CH:22]5)[CH:14]=[CH:15][C:16]=3[O:17][CH3:18])[CH2:10][CH:5]3[CH2:6][CH:7]([CH2:9][CH:3]([CH2:4]3)[CH2:2]1)[CH2:8]2.[C:30]([Cu])#[N:31].N. Product: [C:1]12([C:11]3[CH:12]=[C:13]([C:19]4[CH:20]=[C:21]5[C:26](=[CH:27][CH:28]=4)[CH:25]=[C:24]([C:30]#[N:31])[CH:23]=[CH:22]5)[CH:14]=[CH:15][C:16]=3[O:17][CH3:18])[CH2:10][CH:5]3[CH2:6][CH:7]([CH2:9][CH:3]([CH2:4]3)[CH2:2]1)[CH2:8]2. The catalyst class is: 3. (4) Reactant: [C:1]([O:5][C:6]([N:8]1[C@H:12]([CH:13]=[O:14])[CH2:11][O:10][C:9]1([CH3:16])[CH3:15])=[O:7])([CH3:4])([CH3:3])[CH3:2].[CH2:17]([Mg]Br)[CH2:18][CH:19]=[CH2:20].[NH4+].[Cl-]. Product: [C:1]([O:5][C:6]([N:8]1[CH:12]([CH:13]([OH:14])[CH2:20][CH2:19][CH:18]=[CH2:17])[CH2:11][O:10][C:9]1([CH3:16])[CH3:15])=[O:7])([CH3:4])([CH3:3])[CH3:2]. The catalyst class is: 20. (5) Reactant: [Br:1][C:2]1[CH:7]=[CH:6][C:5]([N:8]2[C:12]([CH3:13])=[N:11][N:10]=[N:9]2)=[C:4]([N+:14]([O-])=O)[CH:3]=1.[Cl-].[NH4+].O. Product: [Br:1][C:2]1[CH:7]=[CH:6][C:5]([N:8]2[C:12]([CH3:13])=[N:11][N:10]=[N:9]2)=[C:4]([NH2:14])[CH:3]=1. The catalyst class is: 284.